Task: Predict the reaction yield, written as a fraction of the theoretical maximum amount of product (1.0 means a 100% yield; for example, 0.34 means a 34% yield).. Dataset: Reaction yield outcomes from USPTO patents with 853,638 reactions The reactants are [C:1]12([CH2:11][C:12]([OH:14])=O)[CH2:10][CH:5]3[CH2:6][CH:7]([CH2:9][CH:3]([CH2:4]3)[CH2:2]1)[CH2:8]2.CN(C=O)C.C(Cl)(=O)C([Cl:23])=O. The catalyst is C(OCC)(=O)C. The product is [C:1]12([CH2:11][C:12]([Cl:23])=[O:14])[CH2:10][CH:5]3[CH2:6][CH:7]([CH2:9][CH:3]([CH2:4]3)[CH2:2]1)[CH2:8]2. The yield is 0.990.